From a dataset of Full USPTO retrosynthesis dataset with 1.9M reactions from patents (1976-2016). Predict the reactants needed to synthesize the given product. (1) Given the product [CH:12]1([NH:11][C:4]2[N:3]=[C:2]([N:20]3[C:19]([CH3:18])=[CH:23][C:22]([CH3:24])=[N:21]3)[N:10]=[C:9]3[C:5]=2[N:6]=[CH:7][NH:8]3)[CH2:17][CH2:16][CH2:15][CH2:14][CH2:13]1, predict the reactants needed to synthesize it. The reactants are: Cl[C:2]1[N:10]=[C:9]2[C:5]([N:6]=[CH:7][NH:8]2)=[C:4]([NH:11][CH:12]2[CH2:17][CH2:16][CH2:15][CH2:14][CH2:13]2)[N:3]=1.[CH3:18][C:19]1[CH:23]=[C:22]([CH3:24])[NH:21][N:20]=1.C(#N)C. (2) Given the product [F:1][C:2]1[CH:7]=[C:6]([S:8]([CH3:11])(=[O:9])=[O:10])[CH:5]=[CH:4][C:3]=1[C:12]1[CH:33]=[CH:32][C:15]2[N:16]([CH3:38])[C:17]([CH:19]3[CH2:24][CH2:23][N:22]([C:25]([O:27][C:28]([CH3:30])([CH3:29])[CH3:31])=[O:26])[CH2:21][CH2:20]3)=[N:18][C:14]=2[CH:13]=1, predict the reactants needed to synthesize it. The reactants are: [F:1][C:2]1[CH:7]=[C:6]([S:8]([CH3:11])(=[O:10])=[O:9])[CH:5]=[CH:4][C:3]=1[C:12]1[CH:33]=[CH:32][C:15]2[NH:16][C:17]([CH:19]3[CH2:24][CH2:23][N:22]([C:25]([O:27][C:28]([CH3:31])([CH3:30])[CH3:29])=[O:26])[CH2:21][CH2:20]3)=[N:18][C:14]=2[CH:13]=1.[H-].[Na+].CI.[CH3:38]COC(C)=O.O. (3) Given the product [NH2:1][C:2]1[C:7]2[C:8](=[O:20])[N:9]([C:13]3[CH:18]=[CH:17][C:16]([C:28]4[CH2:29][CH2:30][CH:25]([CH2:24][C:23]([O:22][CH3:21])=[O:40])[CH2:26][CH:27]=4)=[CH:15][CH:14]=3)[CH2:10][CH2:11][O:12][C:6]=2[N:5]=[CH:4][N:3]=1, predict the reactants needed to synthesize it. The reactants are: [NH2:1][C:2]1[C:7]2[C:8](=[O:20])[N:9]([C:13]3[CH:18]=[CH:17][C:16](I)=[CH:15][CH:14]=3)[CH2:10][CH2:11][O:12][C:6]=2[N:5]=[CH:4][N:3]=1.[CH3:21][O:22][C:23](=[O:40])[CH2:24][CH:25]1[CH2:30][CH2:29][C:28](B2OC(C)(C)C(C)(C)O2)=[CH:27][CH2:26]1.C(=O)([O-])[O-].[Cs+].[Cs+]. (4) Given the product [Cl:22][C:19]1[CH:18]=[C:17]2[C:16](=[CH:21][CH:20]=1)[CH2:15][N:12]([S:9]([C:6]1[CH:5]=[CH:4][C:3]([CH3:13])=[CH:8][CH:7]=1)(=[O:10])=[O:11])[CH2:23]2, predict the reactants needed to synthesize it. The reactants are: [H-].[Na+].[C:3]1([CH3:13])[CH:8]=[CH:7][C:6]([S:9]([NH2:12])(=[O:11])=[O:10])=[CH:5][CH:4]=1.Br[CH2:15][C:16]1[CH:21]=[CH:20][C:19]([Cl:22])=[CH:18][C:17]=1[CH2:23]Br. (5) Given the product [NH:11]1[CH2:16][CH2:15][CH:14]([CH:17]([C:19]2[N:23]3[N:24]=[CH:25][CH:26]=[CH:27][C:22]3=[C:21]([C:28]([O:30][CH2:31][CH3:32])=[O:29])[CH:20]=2)[CH3:18])[CH2:13][CH2:12]1, predict the reactants needed to synthesize it. The reactants are: C(OC([N:11]1[CH2:16][CH2:15][CH:14]([CH:17]([C:19]2[N:23]3[N:24]=[CH:25][CH:26]=[CH:27][C:22]3=[C:21]([C:28]([O:30][CH2:31][CH3:32])=[O:29])[CH:20]=2)[CH3:18])[CH2:13][CH2:12]1)=O)C1C=CC=CC=1. (6) Given the product [CH3:3][O:4][C:5](=[O:17])[CH2:6][C:7]1[C:15]2[C:10](=[N:11][CH:12]=[CH:13][CH:14]=2)[N:9]([S:36]([C:31]2[CH:32]=[CH:33][C:34]([Cl:35])=[C:29]([Cl:28])[CH:30]=2)(=[O:38])=[O:37])[C:8]=1[CH3:16], predict the reactants needed to synthesize it. The reactants are: [H-].[Na+].[CH3:3][O:4][C:5](=[O:17])[CH2:6][C:7]1[C:15]2[C:10](=[N:11][CH:12]=[CH:13][CH:14]=2)[NH:9][C:8]=1[CH3:16].C1COCC1.CN(C=O)C.[Cl:28][C:29]1[CH:30]=[C:31]([S:36](Cl)(=[O:38])=[O:37])[CH:32]=[CH:33][C:34]=1[Cl:35].